Task: Regression/Classification. Given a drug SMILES string, predict its absorption, distribution, metabolism, or excretion properties. Task type varies by dataset: regression for continuous measurements (e.g., permeability, clearance, half-life) or binary classification for categorical outcomes (e.g., BBB penetration, CYP inhibition). Dataset: hlm.. Dataset: Human liver microsome stability data (1) The compound is COc1cc(OC2CCC(C)(C)CC2)c(F)cc1CNC(=O)[C@@H]1CCCN1. The result is 0 (unstable in human liver microsomes). (2) The compound is O=C(Nc1ccc(F)c(-c2nc3ncc(-c4ccccc4)cn3n2)c1)N1CCC(F)(F)C1. The result is 0 (unstable in human liver microsomes). (3) The molecule is Cc1cc(S(=O)(=O)N=C(N)NN=CC#Cc2ccccc2)c(SCc2ccccc2C(F)(F)F)cc1Cl. The result is 0 (unstable in human liver microsomes). (4) The compound is CCC(CC)CN(CCCCCN1[C@@H]2CC[C@H]1C[C@@H](c1cccc(C(N)=O)c1)C2)C(=O)CO. The result is 1 (stable in human liver microsomes).